This data is from Full USPTO retrosynthesis dataset with 1.9M reactions from patents (1976-2016). The task is: Predict the reactants needed to synthesize the given product. (1) Given the product [O:68]=[C:67]1[CH2:69][CH2:70][C:71](=[O:72])[N:66]1[O:40][C:39](=[O:41])[C:38]1[CH:37]=[CH:36][C:35]([CH2:34][N:10]([CH2:9][CH2:8][C:6]([O:5][C:1]([CH3:2])([CH3:3])[CH3:4])=[O:7])[C:11](=[O:33])[CH2:12][CH2:13][CH2:14][CH2:15][CH2:16][CH2:17][CH2:18][CH2:19][CH2:20][CH2:21][CH2:22][CH2:23][CH2:24][CH2:25][C:26]([O:28][C:29]([CH3:30])([CH3:31])[CH3:32])=[O:27])=[CH:43][CH:42]=1, predict the reactants needed to synthesize it. The reactants are: [C:1]([O:5][C:6]([CH2:8][CH2:9][N:10]([CH2:34][C:35]1[CH:43]=[CH:42][C:38]([C:39]([OH:41])=[O:40])=[CH:37][CH:36]=1)[C:11](=[O:33])[CH2:12][CH2:13][CH2:14][CH2:15][CH2:16][CH2:17][CH2:18][CH2:19][CH2:20][CH2:21][CH2:22][CH2:23][CH2:24][CH2:25][C:26]([O:28][C:29]([CH3:32])([CH3:31])[CH3:30])=[O:27])=[O:7])([CH3:4])([CH3:3])[CH3:2].C(N(C(C)C)CC)(C)C.[B-](F)(F)(F)F.CN(C(O[N:66]1[C:71](=[O:72])[CH2:70][CH2:69][C:67]1=[O:68])=[N+](C)C)C. (2) Given the product [C:12]([O:11][C:9]([N:18]1[CH2:23][CH2:22][C:21](=[O:24])[CH2:20][CH2:19]1)=[O:10])([CH3:13])([CH3:14])[CH3:15], predict the reactants needed to synthesize it. The reactants are: O([C:9]([O:11][C:12]([CH3:15])([CH3:14])[CH3:13])=[O:10])[C:9]([O:11][C:12]([CH3:15])([CH3:14])[CH3:13])=[O:10].O.Cl.[NH:18]1[CH2:23][CH2:22][C:21](=[O:24])[CH2:20][CH2:19]1. (3) Given the product [ClH:22].[Cl:22][C:23]1[CH:24]=[C:25]2[C:29](=[CH:30][CH:31]=1)[NH:28][C:27]([C:32]([NH:2][C@@H:3]([C:7]([N:9]1[CH2:14][CH2:13][N:12]([CH:15]3[CH2:16][CH2:17][N:18]([CH3:21])[CH2:19][CH2:20]3)[CH2:11][CH2:10]1)=[O:8])[C@@H:4]([CH3:6])[OH:5])=[O:33])=[CH:26]2, predict the reactants needed to synthesize it. The reactants are: Cl.[NH2:2][C@@H:3]([C:7]([N:9]1[CH2:14][CH2:13][N:12]([CH:15]2[CH2:20][CH2:19][N:18]([CH3:21])[CH2:17][CH2:16]2)[CH2:11][CH2:10]1)=[O:8])[C@@H:4]([CH3:6])[OH:5].[Cl:22][C:23]1[CH:24]=[C:25]2[C:29](=[CH:30][CH:31]=1)[NH:28][C:27]([C:32](O)=[O:33])=[CH:26]2.Cl. (4) Given the product [Cl:61][C:62]1[CH:69]=[CH:68][C:65]([CH2:66][NH:67][C:24]([C:16]2[CH:15]=[C:14]3[C:19]([C:20](=[O:21])[N:11]([C:5]4[N:4]=[C:3]([O:2][CH3:1])[C:8]([O:9][CH3:10])=[CH:7][N:6]=4)[C:12](=[S:27])[NH:13]3)=[CH:18][C:17]=2[O:22][CH3:23])=[O:25])=[CH:64][CH:63]=1, predict the reactants needed to synthesize it. The reactants are: [CH3:1][O:2][C:3]1[C:8]([O:9][CH3:10])=[CH:7][N:6]=[C:5]([N:11]2[C:20](=[O:21])[C:19]3[C:14](=[CH:15][C:16]([C:24](O)=[O:25])=[C:17]([O:22][CH3:23])[CH:18]=3)[NH:13][C:12]2=[S:27])[N:4]=1.CCN(C(C)C)C(C)C.CN(C(ON1N=NC2C=CC=NC1=2)=[N+](C)C)C.F[P-](F)(F)(F)(F)F.[Cl:61][C:62]1[CH:69]=[CH:68][C:65]([CH2:66][NH2:67])=[CH:64][CH:63]=1. (5) Given the product [CH2:30]([N:15]([CH2:14][CH2:13][C:11]1[N:10]=[CH:9][N:8]([C:5]2[CH:4]=[CH:3][C:2]([F:1])=[CH:7][N:6]=2)[CH:12]=1)[C:16](=[O:29])[C:17]1[CH:22]=[C:21]([CH3:23])[CH:20]=[CH:19][C:18]=1[N:24]1[N:28]=[CH:27][CH:26]=[N:25]1)[CH3:31], predict the reactants needed to synthesize it. The reactants are: [F:1][C:2]1[CH:3]=[CH:4][C:5]([N:8]2[CH:12]=[C:11]([CH2:13][CH2:14][NH:15][C:16](=[O:29])[C:17]3[CH:22]=[C:21]([CH3:23])[CH:20]=[CH:19][C:18]=3[N:24]3[N:28]=[CH:27][CH:26]=[N:25]3)[N:10]=[CH:9]2)=[N:6][CH:7]=1.[CH2:30](I)[CH3:31]. (6) Given the product [C:16]([O:15][C:13]([NH:1][C:2]1[CH:11]=[CH:10][C:5]([C:6]([O:8][CH3:9])=[O:7])=[CH:4][C:3]=1[CH3:12])=[O:14])([CH3:19])([CH3:18])[CH3:17], predict the reactants needed to synthesize it. The reactants are: [NH2:1][C:2]1[CH:11]=[CH:10][C:5]([C:6]([O:8][CH3:9])=[O:7])=[CH:4][C:3]=1[CH3:12].[C:13](O[C:13]([O:15][C:16]([CH3:19])([CH3:18])[CH3:17])=[O:14])([O:15][C:16]([CH3:19])([CH3:18])[CH3:17])=[O:14].